From a dataset of Forward reaction prediction with 1.9M reactions from USPTO patents (1976-2016). Predict the product of the given reaction. (1) Given the reactants Cl[C:2]1[C:3]([C:11]([OH:13])=[O:12])=[CH:4][N:5]([CH3:10])[C:6](=[O:9])[C:7]=1[CH3:8].[Cl:14][C:15]1[CH:21]=[C:20]([I:22])[CH:19]=[CH:18][C:16]=1[NH2:17], predict the reaction product. The product is: [Cl:14][C:15]1[CH:21]=[C:20]([I:22])[CH:19]=[CH:18][C:16]=1[NH:17][C:2]1[C:3]([C:11]([OH:13])=[O:12])=[CH:4][N:5]([CH3:10])[C:6](=[O:9])[C:7]=1[CH3:8]. (2) Given the reactants C[O:2][C:3](=O)[CH2:4][C:5]1[CH:10]=[CH:9][CH:8]=[C:7]([O:11][CH:12]([CH3:14])[CH3:13])[CH:6]=1.[H-].[Al+3].[Li+].[H-].[H-].[H-].O.O.O.O.O.O.O.O.O.O.S([O-])([O-])(=O)=O.[Na+].[Na+], predict the reaction product. The product is: [CH:12]([O:11][C:7]1[CH:6]=[C:5]([CH2:4][CH2:3][OH:2])[CH:10]=[CH:9][CH:8]=1)([CH3:14])[CH3:13]. (3) Given the reactants [Cl:1][C:2]1[CH:48]=[CH:47][C:5]([C:6]2[C:11]([C:12]3[CH:21]=[CH:20][C:19]4[C:14](=[CH:15][CH:16]=[C:17]([C:22]5[N:26]([CH:27]6[CH2:32][CH2:31][CH2:30][CH2:29][CH2:28]6)[C:25]6[CH:33]=[CH:34][C:35]([C:37]([OH:39])=[O:38])=[CH:36][C:24]=6[N:23]=5)[CH:18]=4)[N:13]=3)=[CH:10][C:9](C(N3CCCC3)=O)=[CH:8][CH:7]=2)=[CH:4][CH:3]=1.C[C:50](C1C=C(OC)C=CC=1O)=[O:51], predict the reaction product. The product is: [Cl:1][C:2]1[CH:3]=[CH:4][C:5]([C:6]2[C:11]([C:12]3[CH:21]=[CH:20][C:19]4[C:14](=[CH:15][CH:16]=[C:17]([C:22]5[N:26]([CH:27]6[CH2:32][CH2:31][CH2:30][CH2:29][CH2:28]6)[C:25]6[CH:33]=[CH:34][C:35]([C:37]([OH:39])=[O:38])=[CH:36][C:24]=6[N:23]=5)[CH:18]=4)[N:13]=3)=[CH:10][C:9]([O:51][CH3:50])=[CH:8][CH:7]=2)=[CH:47][CH:48]=1.